Dataset: Reaction yield outcomes from USPTO patents with 853,638 reactions. Task: Predict the reaction yield, written as a fraction of the theoretical maximum amount of product (1.0 means a 100% yield; for example, 0.34 means a 34% yield). (1) The reactants are [CH3:1][CH:2]([CH3:12])[C:3]([C:6]1[CH:11]=[N:10][CH:9]=[CH:8][N:7]=1)([OH:5])[CH3:4]. The catalyst is [Pt](=O)=O.CO. The product is [CH3:1][CH:2]([CH3:12])[C:3]([CH:6]1[CH2:11][NH:10][CH2:9][CH2:8][NH:7]1)([OH:5])[CH3:4]. The yield is 0.970. (2) The reactants are [CH3:1][C:2]1[N:7]=[CH:6][C:5]([CH:8]=[O:9])=[CH:4][N:3]=1.C1N2CCN(CC2)C1.[C:18]([O:22][CH3:23])(=[O:21])[CH:19]=[CH2:20]. The catalyst is O1CCOCC1.O.[Cl-].[Na+].O. The product is [CH3:23][O:22][C:18](=[O:21])[C:19]([CH:8]([OH:9])[C:5]1[CH:4]=[N:3][C:2]([CH3:1])=[N:7][CH:6]=1)=[CH2:20]. The yield is 0.834.